From a dataset of Catalyst prediction with 721,799 reactions and 888 catalyst types from USPTO. Predict which catalyst facilitates the given reaction. (1) Product: [O:7]1[C:16]2[C:11](=[CH:12][CH:13]=[CH:14][CH:15]=2)[CH:10]([CH2:17][OH:23])[CH2:9][CH2:8]1. The catalyst class is: 1. Reactant: [H-].[Al+3].[Li+].[H-].[H-].[H-].[O:7]1[C:16]2[C:11](=[CH:12][CH:13]=[CH:14][CH:15]=2)[CH:10]([CH2:17]C(OCC)=O)[CH2:9][CH2:8]1.[OH2:23].[OH-].[Na+]. (2) Reactant: Cl[C:2]1[CH:7]=[C:6]([NH2:8])[CH:5]=[C:4]([Cl:9])[N:3]=1.[Cl:10][C:11]1[CH:16]=[CH:15][C:14]([OH:17])=[CH:13][CH:12]=1.C([O-])([O-])=O.[K+].[K+].[NH4+].[Cl-]. Product: [Cl:9][C:4]1[CH:5]=[C:6]([NH2:8])[CH:7]=[C:2]([O:17][C:14]2[CH:15]=[CH:16][C:11]([Cl:10])=[CH:12][CH:13]=2)[N:3]=1. The catalyst class is: 16. (3) Reactant: Cl.Cl.[NH:3]1[CH2:8][CH2:7][CH:6]([CH2:9][N:10]2[CH2:20][C:19]3[N:21]4[C:12](=[CH:13][N:14]=[C:15]4[CH:16]=[CH:17][CH:18]=3)[C:11]2=[O:22])[CH2:5][CH2:4]1.C(N(CC)CC)C.FC(F)(F)C(F)(F)C([O:35][C:36](=O)[C:37]([F:43])([F:42])[C:38]([F:41])([F:40])[F:39])=O. Product: [F:42][C:37]([F:43])([C:38]([F:41])([F:40])[F:39])[C:36]([N:3]1[CH2:8][CH2:7][CH:6]([CH2:9][N:10]2[CH2:20][C:19]3[N:21]4[C:12](=[CH:13][N:14]=[C:15]4[CH:16]=[CH:17][CH:18]=3)[C:11]2=[O:22])[CH2:5][CH2:4]1)=[O:35]. The catalyst class is: 10. (4) Reactant: Cl.[CH3:2][N:3]([CH3:28])[C:4]1([C:22]2[CH:27]=[CH:26][CH:25]=[CH:24][CH:23]=2)[CH2:9][CH2:8][N:7]([CH2:10][CH2:11][CH2:12][N:13](C)[C:14](=O)OC(C)(C)C)[CH2:6][CH2:5]1.CO.C(Cl)(Cl)[Cl:32]. Product: [ClH:32].[CH3:28][N:3]([CH3:2])[C:4]1([C:22]2[CH:23]=[CH:24][CH:25]=[CH:26][CH:27]=2)[CH2:9][CH2:8][N:7]([CH2:10][CH2:11][CH2:12][NH:13][CH3:14])[CH2:6][CH2:5]1. The catalyst class is: 22. (5) Reactant: [OH:1][CH:2]([CH:6]([CH3:8])[CH3:7])[C:3]([OH:5])=[O:4].Br[CH:10]([CH3:14])[C:11](Br)=[O:12].C(N(CC)CC)C. Product: [CH3:14][CH:10]1[O:4][C:3](=[O:5])[CH:2]([CH:6]([CH3:8])[CH3:7])[O:1][C:11]1=[O:12]. The catalyst class is: 21. (6) Reactant: [OH:1][CH2:2][CH2:3][CH2:4][CH2:5][CH2:6][NH:7][C:8](=[O:14])[O:9][C:10]([CH3:13])([CH3:12])[CH3:11].CCN(CC)CC.[CH3:22][C:23]1[CH:28]=[CH:27][C:26]([S:29](Cl)(=[O:31])=[O:30])=[CH:25][CH:24]=1. Product: [CH3:22][C:23]1[CH:28]=[CH:27][C:26]([S:29]([O:1][CH2:2][CH2:3][CH2:4][CH2:5][CH2:6][NH:7][C:8]([O:9][C:10]([CH3:11])([CH3:13])[CH3:12])=[O:14])(=[O:31])=[O:30])=[CH:25][CH:24]=1. The catalyst class is: 64. (7) Reactant: [Br-].C[O:3][C:4]1[CH:29]=[CH:28][C:7]([CH2:8][P+](C2C=CC=CC=2)(C2C=CC=CC=2)C2C=CC=CC=2)=[CH:6][CH:5]=1.C([Li])CCC.C[O:36][C:37]1[CH:38]=[C:39]([CH:42]=[C:43]([O:45]C)[CH:44]=1)[CH:40]=O.O. Product: [OH:3][C:4]1[CH:5]=[CH:6][C:7](/[CH:8]=[CH:40]/[C:39]2[CH:42]=[C:43]([OH:45])[CH:44]=[C:37]([OH:36])[CH:38]=2)=[CH:28][CH:29]=1. The catalyst class is: 7. (8) The catalyst class is: 226. Reactant: [CH2:1]([CH2:6][NH2:7])[CH2:2][C:3](O)=[O:4].[P:8]([OH:11])([OH:10])[OH:9].[P:12](=O)([OH:15])([OH:14])[OH:13].P(Cl)(Cl)(Cl)=[O:18]. Product: [CH2:1]([CH2:6][NH2:7])[CH2:2][C:3]([P:12]([OH:15])([OH:14])=[O:13])([P:8]([OH:11])([OH:10])=[O:9])[OH:4].[OH2:18].